Dataset: NCI-60 drug combinations with 297,098 pairs across 59 cell lines. Task: Regression. Given two drug SMILES strings and cell line genomic features, predict the synergy score measuring deviation from expected non-interaction effect. (1) Drug 1: C1=C(C(=O)NC(=O)N1)N(CCCl)CCCl. Drug 2: C1=CC=C(C(=C1)C(C2=CC=C(C=C2)Cl)C(Cl)Cl)Cl. Cell line: A498. Synergy scores: CSS=1.32, Synergy_ZIP=-7.19, Synergy_Bliss=-7.07, Synergy_Loewe=-15.5, Synergy_HSA=-6.47. (2) Drug 1: C1CC(=O)NC(=O)C1N2C(=O)C3=CC=CC=C3C2=O. Drug 2: N.N.Cl[Pt+2]Cl. Cell line: K-562. Synergy scores: CSS=31.2, Synergy_ZIP=0.358, Synergy_Bliss=0.248, Synergy_Loewe=-15.0, Synergy_HSA=-2.32.